From a dataset of Forward reaction prediction with 1.9M reactions from USPTO patents (1976-2016). Predict the product of the given reaction. (1) Given the reactants C[O:2][C:3](=[O:33])[CH2:4][CH2:5][C:6]1[CH:11]=[CH:10][C:9]([N:12]([CH2:25][C:26]2[CH:31]=[CH:30][CH:29]=[C:28]([OH:32])[CH:27]=2)[S:13]([C:16]2[C:21]([CH3:22])=[CH:20][C:19]([CH3:23])=[CH:18][C:17]=2[CH3:24])(=[O:15])=[O:14])=[CH:8][CH:7]=1.[OH-].[Na+].Cl, predict the reaction product. The product is: [OH:32][C:28]1[CH:27]=[C:26]([CH:31]=[CH:30][CH:29]=1)[CH2:25][N:12]([S:13]([C:16]1[C:17]([CH3:24])=[CH:18][C:19]([CH3:23])=[CH:20][C:21]=1[CH3:22])(=[O:15])=[O:14])[C:9]1[CH:10]=[CH:11][C:6]([CH2:5][CH2:4][C:3]([OH:33])=[O:2])=[CH:7][CH:8]=1. (2) Given the reactants Br[C:2]1[CH:7]=[N:6][C:5](Cl)=[C:4]2[N:9]([CH2:17][C:18]([OH:20])=[O:19])[CH:10]=[C:11]([CH2:12][C:13]([O:15][CH3:16])=[O:14])[C:3]=12, predict the reaction product. The product is: [CH3:16][O:15][C:13](=[O:14])[CH2:12][C:11]1[C:3]2[C:4](=[CH:5][N:6]=[CH:7][CH:2]=2)[N:9]([CH2:17][C:18]([OH:20])=[O:19])[CH:10]=1.